Dataset: Reaction yield outcomes from USPTO patents with 853,638 reactions. Task: Predict the reaction yield, written as a fraction of the theoretical maximum amount of product (1.0 means a 100% yield; for example, 0.34 means a 34% yield). (1) The reactants are [Br:1][C:2]1[CH:11]=[CH:10][C:9]([N+:12]([O-:14])=[O:13])=[C:8]2[C:3]=1[CH:4]=[CH:5][N:6]=[CH:7]2.[BH4-].[Na+].[C:17](O)(=O)[CH3:18]. The catalyst is C1COCC1. The product is [CH2:17]([N:6]1[CH2:5][CH2:4][CH:3]2[C:8](=[C:9]([N+:12]([O-:14])=[O:13])[CH:10]=[CH:11][CH:2]2[Br:1])[CH2:7]1)[CH3:18]. The yield is 0.700. (2) The reactants are [NH2:1][C:2]1[CH:7]=[CH:6][C:5]([NH:8][C:9](=[O:11])[CH3:10])=[C:4]([O:12][CH2:13][C:14]2[CH:19]=[CH:18][CH:17]=[CH:16][CH:15]=2)[CH:3]=1.[C:20](Cl)([O:22][CH2:23][CH:24]1[C:36]2[C:31](=[CH:32][CH:33]=[CH:34][CH:35]=2)[C:30]2[C:25]1=[CH:26][CH:27]=[CH:28][CH:29]=2)=[O:21].C(N(C(C)C)C(C)C)C. The catalyst is C1COCC1. The product is [CH:35]1[C:36]2[CH:24]([CH2:23][O:22][C:20](=[O:21])[NH:1][C:2]3[CH:7]=[CH:6][C:5]([NH:8][C:9](=[O:11])[CH3:10])=[C:4]([O:12][CH2:13][C:14]4[CH:19]=[CH:18][CH:17]=[CH:16][CH:15]=4)[CH:3]=3)[C:25]3[C:30](=[CH:29][CH:28]=[CH:27][CH:26]=3)[C:31]=2[CH:32]=[CH:33][CH:34]=1. The yield is 0.540.